Dataset: Full USPTO retrosynthesis dataset with 1.9M reactions from patents (1976-2016). Task: Predict the reactants needed to synthesize the given product. (1) Given the product [F:1][C:2]1[CH:7]=[N:6][C:5]([N:8]2[C:9]3[CH:14]=[CH:13][N:21]=[C:18]([CH3:17])[C:10]=3[N:11]=[CH:12]2)=[N:4][CH:3]=1, predict the reactants needed to synthesize it. The reactants are: [F:1][C:2]1[CH:3]=[N:4][C:5]([NH:8][C:9]2[C:10](C)=[N:11][CH:12]=[CH:13][C:14]=2N)=[N:6][CH:7]=1.[CH3:17][C:18](O)=O.[N:21](OC(C)(C)C)=O. (2) Given the product [C:1]([O:4][C@@H:5]1[C@H:11]([O:12][CH2:13][C:14]2[CH:19]=[CH:18][CH:17]=[CH:16][CH:15]=2)[C@@:10]([CH2:29][O:30][S:31]([CH3:34])(=[O:33])=[O:32])([CH2:20][O:21][CH2:22][C:23]2[CH:24]=[CH:25][CH:26]=[CH:27][CH:28]=2)[O:9][C@H:6]1[S:41][C:35]1[CH:40]=[CH:39][CH:38]=[CH:37][CH:36]=1)(=[O:3])[CH3:2], predict the reactants needed to synthesize it. The reactants are: [C:1]([O:4][C@@H:5]1[C@H:11]([O:12][CH2:13][C:14]2[CH:19]=[CH:18][CH:17]=[CH:16][CH:15]=2)[C@@:10]([CH2:29][O:30][S:31]([CH3:34])(=[O:33])=[O:32])([CH2:20][O:21][CH2:22][C:23]2[CH:28]=[CH:27][CH:26]=[CH:25][CH:24]=2)[O:9][CH:6]1OC)(=[O:3])[CH3:2].[C:35]1([S:41][Si](C)(C)C)[CH:40]=[CH:39][CH:38]=[CH:37][CH:36]=1.O([Si](C)(C)C)S(C(F)(F)F)(=O)=O. (3) Given the product [NH:3]1[C:4]2[CH:9]=[C:8]([CH2:10][OH:11])[CH:7]=[CH:6][C:5]=2[N:1]=[CH:2]1, predict the reactants needed to synthesize it. The reactants are: [NH:1]1[C:5]2[CH:6]=[CH:7][C:8]([C:10](O)=[O:11])=[CH:9][C:4]=2[N:3]=[CH:2]1.[H-].[H-].[H-].[H-].[Li+].[Al+3].